From a dataset of Catalyst prediction with 721,799 reactions and 888 catalyst types from USPTO. Predict which catalyst facilitates the given reaction. (1) Reactant: [CH2:1]([O:8][N:9]1[C:15](=[O:16])[N:14]2[CH2:17][C@H:10]1[CH2:11][CH2:12][C@H:13]2[C:18]([OH:20])=O)[C:2]1[CH:7]=[CH:6][CH:5]=[CH:4][CH:3]=1.[C:21]([O:25][C:26](=[O:30])[CH2:27][O:28][NH2:29])([CH3:24])([CH3:23])[CH3:22].ON1C2C=CC=CC=2N=N1.Cl.C(N=C=NCCCN(C)C)C. Product: [C:21]([O:25][C:26](=[O:30])[CH2:27][O:28][NH:29][C:18]([C@@H:13]1[CH2:12][CH2:11][C@@H:10]2[CH2:17][N:14]1[C:15](=[O:16])[N:9]2[O:8][CH2:1][C:2]1[CH:3]=[CH:4][CH:5]=[CH:6][CH:7]=1)=[O:20])([CH3:24])([CH3:23])[CH3:22]. The catalyst class is: 2. (2) Reactant: [CH:1]([NH:14][C:15]([C:17]1[C:18]([OH:32])=[N:19][C:20]([CH2:23][O:24]CC2C=CC=CC=2)=[N:21][CH:22]=1)=[O:16])([C:8]1[CH:13]=[CH:12][CH:11]=[CH:10][CH:9]=1)[C:2]1[CH:7]=[CH:6][CH:5]=[CH:4][CH:3]=1.C([O-])=O.[NH4+]. Product: [CH:1]([NH:14][C:15]([C:17]1[C:18]([OH:32])=[N:19][C:20]([CH2:23][OH:24])=[N:21][CH:22]=1)=[O:16])([C:8]1[CH:9]=[CH:10][CH:11]=[CH:12][CH:13]=1)[C:2]1[CH:7]=[CH:6][CH:5]=[CH:4][CH:3]=1. The catalyst class is: 19. (3) Reactant: [C:1]([O:5][C:6]([NH:8][C@H:9]1[CH2:14][CH2:13][CH2:12][CH2:11][C@H:10]1[NH:15][C:16]1[N:21]=[C:20](Cl)[C:19]2[C:23](=[O:33])[N:24]([C:26]([O:28][C:29]([CH3:32])([CH3:31])[CH3:30])=[O:27])[CH2:25][C:18]=2[C:17]=1[F:34])=[O:7])([CH3:4])([CH3:3])[CH3:2].C([Sn](CCCC)(CCCC)[C:40]1[S:44][N:43]=[C:42]([CH:45]=[CH2:46])[CH:41]=1)CCC.O. Product: [C:1]([O:5][C:6]([NH:8][C@H:9]1[CH2:14][CH2:13][CH2:12][CH2:11][C@H:10]1[NH:15][C:16]1[N:21]=[C:20]([C:40]2[S:44][N:43]=[C:42]([CH:45]=[CH2:46])[CH:41]=2)[C:19]2[C:23](=[O:33])[N:24]([C:26]([O:28][C:29]([CH3:32])([CH3:31])[CH3:30])=[O:27])[CH2:25][C:18]=2[C:17]=1[F:34])=[O:7])([CH3:4])([CH3:3])[CH3:2]. The catalyst class is: 109. (4) Reactant: [Cl:1][C:2]1[N:10](CC=C)[C:9]2[C:8](=[O:14])[NH:7][C:6](=[O:15])[N:5]([CH2:16][CH2:17][CH3:18])[C:4]=2[N:3]=1.[C:19]1([CH2:25][C:26]2[N:30]=[C:29]([CH2:31][CH2:32][CH2:33]O)[O:28][N:27]=2)[CH:24]=[CH:23][CH:22]=[CH:21][CH:20]=1.C1C=CC(P(C2C=CC=CC=2)C2C=CC=CC=2)=CC=1.C1C=CC(COC(/N=N/C(OCC2C=CC=CC=2)=O)=O)=CC=1.N1CCOCC1. Product: [Cl:1][C:2]1[NH:10][C:9]2[C:8](=[O:14])[N:7]([CH2:33][CH2:32][CH2:31][C:29]3[O:28][N:27]=[C:26]([CH2:25][C:19]4[CH:24]=[CH:23][CH:22]=[CH:21][CH:20]=4)[N:30]=3)[C:6](=[O:15])[N:5]([CH2:16][CH2:17][CH3:18])[C:4]=2[N:3]=1. The catalyst class is: 176. (5) Reactant: [CH:1]#[C:2][CH2:3][NH:4][C@H:5]1[C:9]2[CH:10]=[CH:11][CH:12]=[CH:13][C:8]=2[CH2:7][CH2:6]1.[C:14]1([S:20]([OH:23])(=[O:22])=[O:21])[CH:19]=[CH:18][CH:17]=[CH:16][CH:15]=1. Product: [CH:1]#[C:2][CH2:3][NH:4][C@H:5]1[C:9]2[CH:10]=[CH:11][CH:12]=[CH:13][C:8]=2[CH2:7][CH2:6]1.[S:20]([C:14]1[CH:19]=[CH:18][CH:17]=[CH:16][CH:15]=1)([O-:23])(=[O:22])=[O:21]. The catalyst class is: 11. (6) Reactant: Cl.[C:2]1(=[O:13])[C:7]2([CH2:12][CH2:11][NH:10][CH2:9][CH2:8]2)[CH2:6][CH2:5][CH2:4][NH:3]1.C(N(CC)CC)C.[F:21][C:22]([F:35])([F:34])[O:23][C:24]1[CH:29]=[CH:28][C:27]([S:30](Cl)(=[O:32])=[O:31])=[CH:26][CH:25]=1. Product: [F:35][C:22]([F:21])([F:34])[O:23][C:24]1[CH:29]=[CH:28][C:27]([S:30]([N:10]2[CH2:11][CH2:12][C:7]3([C:2](=[O:13])[NH:3][CH2:4][CH2:5][CH2:6]3)[CH2:8][CH2:9]2)(=[O:32])=[O:31])=[CH:26][CH:25]=1. The catalyst class is: 4.